This data is from CYP3A4 inhibition data for predicting drug metabolism from PubChem BioAssay. The task is: Regression/Classification. Given a drug SMILES string, predict its absorption, distribution, metabolism, or excretion properties. Task type varies by dataset: regression for continuous measurements (e.g., permeability, clearance, half-life) or binary classification for categorical outcomes (e.g., BBB penetration, CYP inhibition). Dataset: cyp3a4_veith. (1) The drug is CC(=O)c1ccc(NC(=O)C2(c3ccccc3)CCOCC2)cc1. The result is 0 (non-inhibitor). (2) The compound is O=c1cnc2cnc(OCc3ccccc3)nc2n1CCc1ccccc1. The result is 0 (non-inhibitor). (3) The drug is Cc1ccc(C(c2nnnn2CC2CCCO2)N2CCN(C(=O)c3ccco3)CC2)cc1. The result is 1 (inhibitor). (4) The molecule is O=P(O)(O)CCP(=O)(c1ccccc1)c1ccccc1. The result is 0 (non-inhibitor).